Dataset: B-cell epitopes from IEDB database with 3,159 antigens for binding position prediction. Task: Token-level Classification. Given an antigen amino acid sequence, predict which amino acid positions are active epitope sites capable of antibody binding. Output is a list of indices for active positions. Given the antigen sequence: MVKEQFRETDVAKKISHICFGMKSPEEMRQQAHIQVVSKNLYSQDNQHAPLLYGVLDHRMGTSEKDRPCETCGKNLADCLGHYGYIDLELPCFHVGYFRAVIGILQMICKTCCHIMLSQEEKKQFLDYLKRPGLTYLQKRGLKKKISDKCRKKNICHHCGAFNGTVKKCGLLKIIHEKYKTNKKVVDPIVSNFLQSFETAIEHNKEVEPLLGRAQENLNPLVVLNLFKRIPAEDVPLLLMNPEAGKPSDLILTRLLVPPLCIRPSVVSDLKSGTNEDDLTMKLTEIIFLNDVIKKHRISGAKTQMIMEDWDFLQLQCALYINSELSGIPLNMAPKKWTRGFVQRLKGKQGRFRGNLSGKRVDFSGRTVISPDPNLRIDEVAVPVHVAKILTFPEKVNKANINFLRKLVQNGPEVHPGANFIQQRHTQMKRFLKYGNREKMAQELKYGDIVERHLIDGDVVLFNRQPSLHKLSIMAHLARVKPHRTFRFNECVCTPYNADF..., which amino acid positions are active epitope sites? The epitope positions are: [904, 905, 906, 907, 908, 909, 910, 911, 912, 913, 914, 915, 916, 917, 918]. The amino acids at these positions are: DGLDPAAMEGKDEPL.